Dataset: Forward reaction prediction with 1.9M reactions from USPTO patents (1976-2016). Task: Predict the product of the given reaction. (1) Given the reactants Br[C:2]1[CH:10]=[CH:9][CH:8]=[C:7]2[C:3]=1[CH:4]([C:17]1[C:25]([OH:26])=[CH:24][C:20]3[O:21][CH2:22][O:23][C:19]=3[CH:18]=1)[C:5](=[O:16])[N:6]2[CH2:11][CH2:12][CH2:13][CH2:14][CH3:15].[OH:27][C:28]1C(C2C3C(=CC=CC=3)N(CCCCC)C2=O)=CC2OCOC=2C=1, predict the reaction product. The product is: [OH:26][C:25]1[C:17]([C:4]2([CH2:28][OH:27])[C:3]3[C:7](=[CH:8][CH:9]=[CH:10][CH:2]=3)[N:6]([CH2:11][CH2:12][CH2:13][CH2:14][CH3:15])[C:5]2=[O:16])=[CH:18][C:19]2[O:23][CH2:22][O:21][C:20]=2[CH:24]=1. (2) Given the reactants CCN(C(C)C)C(C)C.[OH:10][C:11]1[C:20]2[C:15](=[CH:16][C:17]([C:21]([F:24])([F:23])[F:22])=[CH:18][CH:19]=2)[C:14]([CH3:26])([CH3:25])[C:13](=[O:27])[C:12]=1[C:28](OCC)=[O:29].Cl.[C:34]([O:38][C:39](=[O:42])[CH2:40][NH2:41])([CH3:37])([CH3:36])[CH3:35], predict the reaction product. The product is: [F:22][C:21]([F:24])([F:23])[C:17]1[CH:16]=[C:15]2[C:20]([C:11]([OH:10])=[C:12]([C:28]([NH:41][CH2:40][C:39]([O:38][C:34]([CH3:37])([CH3:36])[CH3:35])=[O:42])=[O:29])[C:13](=[O:27])[C:14]2([CH3:26])[CH3:25])=[CH:19][CH:18]=1. (3) Given the reactants [CH2:1]([C:5]1[N:6]=[C:7]([CH2:27][OH:28])[NH:8][C:9](=[O:26])[C:10]=1[CH2:11][C:12]1[CH:17]=[CH:16][C:15]([C:18]2[C:19]([C:24]#[N:25])=[CH:20][CH:21]=[CH:22][CH:23]=2)=[CH:14][CH:13]=1)[CH2:2][CH2:3][CH3:4].[CH2:29](Br)[C:30]1[CH:35]=[CH:34][CH:33]=[CH:32][CH:31]=1.C(=O)([O-])[O-].[Cs+].[Cs+], predict the reaction product. The product is: [CH2:29]([N:8]1[C:9](=[O:26])[C:10]([CH2:11][C:12]2[CH:17]=[CH:16][C:15]([C:18]3[C:19]([C:24]#[N:25])=[CH:20][CH:21]=[CH:22][CH:23]=3)=[CH:14][CH:13]=2)=[C:5]([CH2:1][CH2:2][CH2:3][CH3:4])[N:6]=[C:7]1[CH2:27][OH:28])[C:30]1[CH:35]=[CH:34][CH:33]=[CH:32][CH:31]=1. (4) Given the reactants [C:1]([NH:9][C:10]1[S:11][C:12]([C:21]([O:23]CC)=[O:22])=[C:13]([C:15]2[CH:20]=[CH:19][CH:18]=[CH:17][CH:16]=2)[N:14]=1)(=[O:8])[C:2]1[CH:7]=[CH:6][CH:5]=[CH:4][CH:3]=1.[OH-].[Li+], predict the reaction product. The product is: [C:1]([NH:9][C:10]1[S:11][C:12]([C:21]([OH:23])=[O:22])=[C:13]([C:15]2[CH:20]=[CH:19][CH:18]=[CH:17][CH:16]=2)[N:14]=1)(=[O:8])[C:2]1[CH:7]=[CH:6][CH:5]=[CH:4][CH:3]=1. (5) Given the reactants [CH3:1][O:2][CH2:3][CH2:4][O:5][C:6]1[CH:7]=[C:8]([CH:11]=[C:12]([CH2:14][CH2:15][CH2:16][O:17][CH3:18])[CH:13]=1)[CH:9]=O.[CH:19]1([NH2:22])[CH2:21][CH2:20]1.S([O-])([O-])(=O)=O.[Mg+2].C([O-])(=O)C.[K+].C([BH3-])#N.[Na+], predict the reaction product. The product is: [CH3:1][O:2][CH2:3][CH2:4][O:5][C:6]1[CH:7]=[C:8]([CH:11]=[C:12]([CH2:14][CH2:15][CH2:16][O:17][CH3:18])[CH:13]=1)[CH2:9][NH:22][CH:19]1[CH2:21][CH2:20]1. (6) The product is: [CH3:8][C:5]1[CH:4]=[CH:3][C:2]([O:1][S:17]([C:16]([F:29])([F:28])[F:15])(=[O:19])=[O:18])=[CH:7][N:6]=1. Given the reactants [OH:1][C:2]1[CH:3]=[CH:4][C:5]([CH3:8])=[N:6][CH:7]=1.N1C=CC=CC=1.[F:15][C:16]([F:29])([F:28])[S:17](O[S:17]([C:16]([F:29])([F:28])[F:15])(=[O:19])=[O:18])(=[O:19])=[O:18].C(=O)([O-])O.[Na+], predict the reaction product. (7) Given the reactants C(N(CC)CC)C.[CH:8]([C:10]1[CH:17]=[CH:16][C:13]([C:14]#[N:15])=[C:12]([C:18]([F:21])([F:20])[F:19])[CH:11]=1)=O.Cl.Cl.[NH:24]1[CH2:29][CH2:28][CH:27](/[CH:30]=[C:31]2/[C:32]([NH:37][CH2:38][C:39]#[CH:40])=[N:33][C:34](=[O:36])[S:35]/2)[CH2:26][CH2:25]1.C(O[BH-](OC(=O)C)OC(=O)C)(=O)C.[Na+], predict the reaction product. The product is: [O:36]=[C:34]1[N:33]=[C:32]([NH:37][CH2:38][C:39]#[CH:40])/[C:31](=[CH:30]/[CH:27]2[CH2:26][CH2:25][N:24]([CH2:8][C:10]3[CH:17]=[CH:16][C:13]([C:14]#[N:15])=[C:12]([C:18]([F:21])([F:20])[F:19])[CH:11]=3)[CH2:29][CH2:28]2)/[S:35]1. (8) Given the reactants [F:1][C:2]1[CH:21]=[CH:20][C:5]([C:6]([N:8]2[CH2:13][CH2:12][N:11]([CH2:14][C:15](OCC)=[O:16])[CH2:10][CH2:9]2)=[O:7])=[CH:4][CH:3]=1.[NH2:22][NH2:23], predict the reaction product. The product is: [F:1][C:2]1[CH:21]=[CH:20][C:5]([C:6]([N:8]2[CH2:13][CH2:12][N:11]([CH2:14][C:15]([NH:22][NH2:23])=[O:16])[CH2:10][CH2:9]2)=[O:7])=[CH:4][CH:3]=1. (9) Given the reactants [CH:1]1([N:6]2[C:10]3[N:11]=[C:12]([NH:15][C:16]4[CH:24]=[CH:23][C:19]([C:20](O)=[O:21])=[CH:18][N:17]=4)[N:13]=[CH:14][C:9]=3[CH:8]=[C:7]2[C:25](=[O:29])[N:26]([CH3:28])[CH3:27])[CH2:5][CH2:4][CH2:3][CH2:2]1.[C@H:30]12[CH2:37][C@H:33]([C@@H:34]([OH:36])[CH2:35]1)[CH2:32][NH:31]2, predict the reaction product. The product is: [CH:1]1([N:6]2[C:10]3[N:11]=[C:12]([NH:15][C:16]4[CH:24]=[CH:23][C:19]([C:20]([N:31]5[CH2:32][C@@H:33]6[CH2:37][C@H:30]5[CH2:35][C@@H:34]6[OH:36])=[O:21])=[CH:18][N:17]=4)[N:13]=[CH:14][C:9]=3[CH:8]=[C:7]2[C:25]([N:26]([CH3:28])[CH3:27])=[O:29])[CH2:5][CH2:4][CH2:3][CH2:2]1. (10) Given the reactants F[C:2]1[CH:9]=[C:8]([O:10][CH3:11])[CH:7]=[CH:6][C:3]=1[CH:4]=O.[NH2:12][NH2:13], predict the reaction product. The product is: [CH3:11][O:10][C:8]1[CH:9]=[C:2]2[C:3]([CH:4]=[N:12][NH:13]2)=[CH:6][CH:7]=1.